This data is from Merck oncology drug combination screen with 23,052 pairs across 39 cell lines. The task is: Regression. Given two drug SMILES strings and cell line genomic features, predict the synergy score measuring deviation from expected non-interaction effect. (1) Drug 1: N#Cc1ccc(Cn2cncc2CN2CCN(c3cccc(Cl)c3)C(=O)C2)cc1. Cell line: LNCAP. Synergy scores: synergy=28.5. Drug 2: CCC1(O)C(=O)OCc2c1cc1n(c2=O)Cc2cc3c(CN(C)C)c(O)ccc3nc2-1. (2) Drug 1: CC1(c2nc3c(C(N)=O)cccc3[nH]2)CCCN1. Drug 2: CCc1c2c(nc3ccc(O)cc13)-c1cc3c(c(=O)n1C2)COC(=O)C3(O)CC. Cell line: VCAP. Synergy scores: synergy=-8.53. (3) Drug 1: N#Cc1ccc(Cn2cncc2CN2CCN(c3cccc(Cl)c3)C(=O)C2)cc1. Drug 2: C=CCn1c(=O)c2cnc(Nc3ccc(N4CCN(C)CC4)cc3)nc2n1-c1cccc(C(C)(C)O)n1. Cell line: SW620. Synergy scores: synergy=2.85. (4) Drug 1: Cn1nnc2c(C(N)=O)ncn2c1=O. Drug 2: COC1=C2CC(C)CC(OC)C(O)C(C)C=C(C)C(OC(N)=O)C(OC)C=CC=C(C)C(=O)NC(=CC1=O)C2=O. Cell line: LOVO. Synergy scores: synergy=-3.99. (5) Drug 1: C#Cc1cccc(Nc2ncnc3cc(OCCOC)c(OCCOC)cc23)c1. Drug 2: CCC1(O)C(=O)OCc2c1cc1n(c2=O)Cc2cc3c(CN(C)C)c(O)ccc3nc2-1. Cell line: SW837. Synergy scores: synergy=41.8. (6) Drug 1: CC1CC2C3CCC4=CC(=O)C=CC4(C)C3(F)C(O)CC2(C)C1(O)C(=O)CO. Drug 2: CC1(c2nc3c(C(N)=O)cccc3[nH]2)CCCN1. Cell line: DLD1. Synergy scores: synergy=0.642. (7) Drug 1: NC1(c2ccc(-c3nc4ccn5c(=O)[nH]nc5c4cc3-c3ccccc3)cc2)CCC1. Drug 2: NC1CCCCC1N.O=C(O)C(=O)O.[Pt+2]. Cell line: SKMES1. Synergy scores: synergy=4.72.